Dataset: Full USPTO retrosynthesis dataset with 1.9M reactions from patents (1976-2016). Task: Predict the reactants needed to synthesize the given product. (1) Given the product [CH2:1]([CH:8]1[CH2:9][CH2:10][N:11]([CH2:14][CH2:15][CH2:16][NH2:17])[CH2:12][CH2:13]1)[C:2]1[CH:7]=[CH:6][CH:5]=[CH:4][CH:3]=1, predict the reactants needed to synthesize it. The reactants are: [CH2:1]([CH:8]1[CH2:13][CH2:12][N:11]([CH2:14][CH2:15][CH2:16][N:17]=[N+]=[N-])[CH2:10][CH2:9]1)[C:2]1[CH:7]=[CH:6][CH:5]=[CH:4][CH:3]=1. (2) Given the product [Br:1][C:2]1[CH:3]=[CH:4][CH:5]=[C:6]2[C:10]=1[N:9]([CH3:11])[N:8]=[C:7]2[NH:12][CH2:13][CH:14]([F:16])[F:15], predict the reactants needed to synthesize it. The reactants are: [Br:1][C:2]1[CH:3]=[CH:4][CH:5]=[C:6]2[C:10]=1[N:9]([CH3:11])[N:8]=[C:7]2[N:12](CC(F)F)[C:13](=O)[C:14](F)([F:16])[F:15].[OH-].[Na+]. (3) The reactants are: [Br:1][C:2]1[CH:7]=[C:6]([NH:8][S:9]([CH3:12])(=[O:11])=[O:10])[C:5](I)=[CH:4][N:3]=1.[C:14]([C:16]1[CH:17]=[N:18][N:19]([CH2:21][C:22]([N:24]([CH3:26])[CH3:25])=[O:23])[CH:20]=1)#[CH:15].C(N(CC)CC)C. Given the product [Br:1][C:2]1[N:3]=[CH:4][C:5]2[CH:15]=[C:14]([C:16]3[CH:17]=[N:18][N:19]([CH2:21][C:22]([N:24]([CH3:26])[CH3:25])=[O:23])[CH:20]=3)[N:8]([S:9]([CH3:12])(=[O:11])=[O:10])[C:6]=2[CH:7]=1, predict the reactants needed to synthesize it. (4) Given the product [C:15]1([CH2:14][CH2:13][CH:12]([OH:21])[C:7]#[C:6][Si:8]([CH3:11])([CH3:10])[CH3:9])[CH:20]=[CH:19][CH:18]=[CH:17][CH:16]=1, predict the reactants needed to synthesize it. The reactants are: C([Li])CCC.[C:6]([Si:8]([CH3:11])([CH3:10])[CH3:9])#[CH:7].[CH:12](=[O:21])[CH2:13][CH2:14][C:15]1[CH:20]=[CH:19][CH:18]=[CH:17][CH:16]=1. (5) Given the product [CH2:36]([O:35][C:33]([CH2:32][O:31][C:30]1[C:29]([CH3:41])=[CH:28][C:27]([CH2:25][CH:24]=[O:23])=[C:39]([CH3:40])[CH:38]=1)=[O:34])[CH3:37], predict the reactants needed to synthesize it. The reactants are: N[C@H](C(O)=O)CC1C=C2C(C=CC=C2)=CC=1.C[Si](C)(C)Cl.C[O:23][CH:24](OC)[CH:25]([C:27]1[C:39]([CH3:40])=[CH:38][C:30]([O:31][CH2:32][C:33]([O:35][CH2:36][CH3:37])=[O:34])=[C:29]([CH3:41])[CH:28]=1)O.C([O-])(O)=O.[Na+].[O-]S([O-])(=S)=O.[Na+].[Na+].C(O)(=O)C(O)=O. (6) Given the product [F:26][C:2]([F:1])([F:25])[C:3]1[CH:8]=[CH:7][C:6]([C:9]2[C:17]3[CH2:16][CH2:15][CH:14]([NH:18][S:19]([CH2:22][CH2:23][CH3:24])(=[O:21])=[O:20])[C:13]=3[CH:12]=[N:11][CH:10]=2)=[CH:5][CH:4]=1, predict the reactants needed to synthesize it. The reactants are: [F:1][C:2]([F:26])([F:25])[C:3]1[CH:8]=[CH:7][C:6]([C:9]2[C:17]3[CH2:16][CH2:15][CH:14]([NH:18][S:19]([CH:22]4[CH2:24][CH2:23]4)(=[O:21])=[O:20])[C:13]=3[CH:12]=[N:11][CH:10]=2)=[CH:5][CH:4]=1.C(S(Cl)(=O)=O)CC. (7) Given the product [NH2:20][C:16]1[CH:15]=[CH:14][C:13]([C:8](=[O:9])[C:5]2[CH:4]=[CH:3][C:2]([Cl:1])=[CH:7][CH:6]=2)=[CH:26][C:17]=1[C:18]([C:21]1[S:22][CH:23]=[CH:24][CH:25]=1)=[O:19], predict the reactants needed to synthesize it. The reactants are: [Cl:1][C:2]1[CH:7]=[CH:6][C:5]([C:8]2([C:13]3[CH:14]=[CH:15][C:16]4[C:17]([CH:26]=3)=[C:18]([C:21]3[S:22][CH:23]=[CH:24][CH:25]=3)[O:19][N:20]=4)OCC[O:9]2)=[CH:4][CH:3]=1.C1COCC1. (8) Given the product [CH3:18][C@:10]12[C:15]([CH3:16])([CH3:17])[CH:13]([CH2:12][CH2:11]1)[CH2:14][CH:9]2[NH:8][CH2:7][C:2]1[CH:3]=[CH:4][CH:5]=[CH:6][N:1]=1, predict the reactants needed to synthesize it. The reactants are: [N:1]1[CH:6]=[CH:5][CH:4]=[CH:3][C:2]=1[CH2:7]/[N:8]=[C:9]1\[C@@:10]2([CH3:18])[C:15]([CH3:17])([CH3:16])[CH:13]([CH2:14]\1)[CH2:12][CH2:11]2.[H][H].